From a dataset of Reaction yield outcomes from USPTO patents with 853,638 reactions. Predict the reaction yield, written as a fraction of the theoretical maximum amount of product (1.0 means a 100% yield; for example, 0.34 means a 34% yield). (1) The reactants are [CH3:1][O:2][C:3]([C:5]1[C:13]([NH:14][C:15]2[CH:20]=[CH:19][C:18]([Br:21])=[CH:17][CH:16]=2)=[C:12]([F:22])[C:8]2[N:9]=[CH:10][NH:11][C:7]=2[CH:6]=1)=[O:4].[Cl:23]N1C(=O)CCC1=O. The catalyst is CN(C)C=O. The product is [CH3:1][O:2][C:3]([C:5]1[C:13]([NH:14][C:15]2[CH:20]=[CH:19][C:18]([Br:21])=[CH:17][C:16]=2[Cl:23])=[C:12]([F:22])[C:8]2[N:9]=[CH:10][NH:11][C:7]=2[CH:6]=1)=[O:4]. The yield is 0.870. (2) The reactants are [Br:1][C:2]1[CH:23]=[C:22](/[CH:24]=[CH:25]/[CH:26]([C:31]2[CH:36]=[C:35]([Cl:37])[C:34]([Cl:38])=[C:33]([Cl:39])[CH:32]=2)[C:27]([F:30])([F:29])[F:28])[CH:21]=[CH:20][C:3]=1[C:4]([NH:6][CH:7]1[CH2:12][CH2:11][N:10](C(OC(C)(C)C)=O)[CH2:9][CH2:8]1)=[O:5]. The catalyst is Cl.O1CCOCC1. The product is [Br:1][C:2]1[CH:23]=[C:22](/[CH:24]=[CH:25]/[CH:26]([C:31]2[CH:32]=[C:33]([Cl:39])[C:34]([Cl:38])=[C:35]([Cl:37])[CH:36]=2)[C:27]([F:30])([F:28])[F:29])[CH:21]=[CH:20][C:3]=1[C:4]([NH:6][CH:7]1[CH2:12][CH2:11][NH:10][CH2:9][CH2:8]1)=[O:5]. The yield is 0.880. (3) The reactants are [Br:1][C:2]1[CH:7]=[CH:6][C:5]([N+:8]([O-:10])=[O:9])=[C:4](F)[CH:3]=1.C(N(C(C)C)CC)(C)C.[CH2:21]([NH2:24])[CH2:22][CH3:23].O. The catalyst is CN1C(=O)CCC1. The product is [Br:1][C:2]1[CH:7]=[CH:6][C:5]([N+:8]([O-:10])=[O:9])=[C:4]([NH:24][CH2:21][CH2:22][CH3:23])[CH:3]=1. The yield is 0.920. (4) The catalyst is C(Cl)Cl. The reactants are [CH2:1]([NH:8][C:9](=[O:18])[C:10]1[CH:15]=[CH:14][C:13]([NH:16][NH2:17])=N[CH:11]=1)[C:2]1[CH:7]=[CH:6][CH:5]=[CH:4][CH:3]=1.[C:19]([C:21]1[CH:26]=[CH:25][C:24]([C:27](=[CH:33]N(C)C)[C:28]([O:30][CH2:31][CH3:32])=[O:29])=[CH:23][CH:22]=1)#[N:20].[CH2:37](O)C. The product is [CH2:1]([NH:8][C:9]([C:10]1[CH:15]=[CH:14][C:13]([NH:16][NH:17][CH:33]=[C:27]([C:24]2[CH:25]=[CH:26][C:21]([C:19]#[N:20])=[CH:22][CH:23]=2)[C:28]([O:30][CH2:31][CH3:32])=[O:29])=[CH:37][CH:11]=1)=[O:18])[C:2]1[CH:7]=[CH:6][CH:5]=[CH:4][CH:3]=1. The yield is 0.390. (5) The reactants are [C:1]([O:5][C:6]([N:8]1[CH:17]([C:18](O)=[O:19])[CH2:16][C:15]2[C:10](=[CH:11][C:12]([Cl:21])=[CH:13][CH:14]=2)[CH2:9]1)=[O:7])([CH3:4])([CH3:3])[CH3:2].B. The product is [Cl:21][C:12]1[CH:11]=[C:10]2[C:15]([CH2:16][CH:17]([CH2:18][OH:19])[N:8]([C:6]([O:5][C:1]([CH3:2])([CH3:3])[CH3:4])=[O:7])[CH2:9]2)=[CH:14][CH:13]=1. The catalyst is C1COCC1. The yield is 0.760. (6) The reactants are [C:1]([N:8]([CH3:13])[CH:9]1[CH2:12][NH:11][CH2:10]1)([O:3][C:4]([CH3:7])([CH3:6])[CH3:5])=[O:2].Cl.Cl[C:16]1[CH:21]=[CH:20][N:19]=[C:18]([CH3:22])[CH:17]=1. The catalyst is CC(O)C.C(OCC)(=O)C.C(=O)([O-])O.[Na+]. The product is [CH3:13][N:8]([CH:9]1[CH2:12][N:11]([C:16]2[CH:21]=[CH:20][N:19]=[C:18]([CH3:22])[CH:17]=2)[CH2:10]1)[C:1](=[O:2])[O:3][C:4]([CH3:7])([CH3:6])[CH3:5]. The yield is 0.510. (7) The reactants are [Br:1][C:2]1[CH:10]=[C:9]2[C:5]([CH2:6][CH2:7][NH:8]2)=[CH:4][C:3]=1[F:11].[C:12](O[C:12]([O:14][C:15]([CH3:18])([CH3:17])[CH3:16])=[O:13])([O:14][C:15]([CH3:18])([CH3:17])[CH3:16])=[O:13].C(N(C(C)C)CC)(C)C. The catalyst is C(Cl)Cl. The product is [Br:1][C:2]1[CH:10]=[C:9]2[C:5]([CH2:6][CH2:7][N:8]2[C:12]([O:14][C:15]([CH3:18])([CH3:17])[CH3:16])=[O:13])=[CH:4][C:3]=1[F:11]. The yield is 0.630. (8) The reactants are [CH3:1][O:2][C:3](=[O:17])[CH2:4][CH2:5][CH2:6][CH2:7][CH2:8][O:9][C:10]1[CH:15]=[CH:14][C:13]([NH2:16])=[CH:12][CH:11]=1.C(N(CC)CC)C.Cl[C:26](Cl)([O:28]C(=O)OC(Cl)(Cl)Cl)Cl. The catalyst is C1(C)C=CC=CC=1. The product is [CH3:1][O:2][C:3](=[O:17])[CH2:4][CH2:5][CH2:6][CH2:7][CH2:8][O:9][C:10]1[CH:15]=[CH:14][C:13]([N:16]=[C:26]=[O:28])=[CH:12][CH:11]=1. The yield is 0.347. (9) The reactants are O[C:2]1[CH:7]=[C:6]([OH:8])[CH:5]=[CH:4][C:3]=1[CH:9]=[CH:10][C:11]([C:13]1[CH:18]=[CH:17][C:16]([OH:19])=[CH:15][CH:14]=1)=[O:12].CC([O-])=[O:22].[Na+].O. The catalyst is CCO. The product is [CH:18]1[C:13]([C@H:11]2[O:12][C:2]3[CH:7]=[C:6]([OH:8])[CH:5]=[CH:4][C:3]=3[C:9](=[O:22])[CH2:10]2)=[CH:14][CH:15]=[C:16]([OH:19])[CH:17]=1. The yield is 0.690.